Dataset: Forward reaction prediction with 1.9M reactions from USPTO patents (1976-2016). Task: Predict the product of the given reaction. Given the reactants [CH2:1](N(CC)C(=O)C1C=CC(N(C2C=CC=CC=2)C2CCNCC2)=CC=1)C.[CH2:27]([N:29]([CH2:52][CH3:53])[C:30](=[O:51])[C:31]1[CH:36]=[CH:35][C:34]([N:37]([CH2:44][C:45]2[CH:50]=[CH:49][CH:48]=[CH:47][CH:46]=2)[CH:38]2[CH2:43][CH2:42][NH:41][CH2:40][CH2:39]2)=[CH:33][CH:32]=1)[CH3:28].C=O.[BH4-].[Na+], predict the reaction product. The product is: [CH2:52]([N:29]([CH2:27][CH3:28])[C:30](=[O:51])[C:31]1[CH:32]=[CH:33][C:34]([N:37]([CH2:44][C:45]2[CH:46]=[CH:47][CH:48]=[CH:49][CH:50]=2)[CH:38]2[CH2:43][CH2:42][N:41]([CH3:1])[CH2:40][CH2:39]2)=[CH:35][CH:36]=1)[CH3:53].